Predict the product of the given reaction. From a dataset of Forward reaction prediction with 1.9M reactions from USPTO patents (1976-2016). (1) Given the reactants [C:1]([O:5][C:6]([N:8]1[CH2:13][CH2:12][N:11]([CH2:14][C:15]2[CH:20]=[CH:19][CH:18]=[C:17]([C:21]3[CH:26]=[CH:25][N:24]=[C:23](Cl)[N:22]=3)[CH:16]=2)[C@@H:10]([CH3:28])[CH2:9]1)=[O:7])([CH3:4])([CH3:3])[CH3:2].[F:29][C:30]1[CH:31]=[C:32]([CH:36]=[CH:37][CH:38]=1)[CH2:33][CH2:34][NH2:35], predict the reaction product. The product is: [C:1]([O:5][C:6]([N:8]1[CH2:13][CH2:12][N:11]([CH2:14][C:15]2[CH:20]=[CH:19][CH:18]=[C:17]([C:21]3[CH:26]=[CH:25][N:24]=[C:23]([NH:35][CH2:34][CH2:33][C:32]4[CH:36]=[CH:37][CH:38]=[C:30]([F:29])[CH:31]=4)[N:22]=3)[CH:16]=2)[C@@H:10]([CH3:28])[CH2:9]1)=[O:7])([CH3:4])([CH3:3])[CH3:2]. (2) Given the reactants [F:1][C:2]1[CH:7]=[CH:6][C:5]([C:8]2[C:13](OS(C(F)(F)F)(=O)=O)=[CH:12][C:11]([C:22]([O:24][CH2:25][CH3:26])=[O:23])=[CH:10][C:9]=2[O:27][CH:28]([CH3:30])[CH3:29])=[CH:4][CH:3]=1.[CH:31]1(B(O)O)[CH2:33][CH2:32]1.C1(P(C2CCCCC2)C2C=CC=CC=2C2C(OC)=CC=CC=2OC)CCCCC1.C(=O)([O-])[O-].[Na+].[Na+], predict the reaction product. The product is: [CH:31]1([C:13]2[CH:12]=[C:11]([C:22]([O:24][CH2:25][CH3:26])=[O:23])[CH:10]=[C:9]([O:27][CH:28]([CH3:29])[CH3:30])[C:8]=2[C:5]2[CH:6]=[CH:7][C:2]([F:1])=[CH:3][CH:4]=2)[CH2:33][CH2:32]1. (3) Given the reactants Cl.[NH2:2][CH2:3][C@H:4]([NH:9][C:10]([O:12][CH2:13][C:14]1[CH:19]=[CH:18][CH:17]=[CH:16][CH:15]=1)=[O:11])[C:5]([O:7][CH3:8])=[O:6].CCN(C(C)C)C(C)C.Br[CH2:30][C:31]([O:33][CH2:34][C:35]1[CH:40]=[CH:39][CH:38]=[CH:37][CH:36]=1)=[O:32], predict the reaction product. The product is: [CH2:34]([O:33][C:31](=[O:32])[CH2:30][NH:2][CH2:3][C@H:4]([NH:9][C:10]([O:12][CH2:13][C:14]1[CH:15]=[CH:16][CH:17]=[CH:18][CH:19]=1)=[O:11])[C:5]([O:7][CH3:8])=[O:6])[C:35]1[CH:40]=[CH:39][CH:38]=[CH:37][CH:36]=1. (4) Given the reactants [O:1]1[CH2:3][C@@H:2]1[CH2:4]C1C([N+]([O-])=O)=CC=CC=1S([O-])(=O)=O.[OH:18][C:19]1[CH:28]=[C:27]([O:29][CH2:30][C:31]2[CH:36]=[CH:35][C:34]([O:37][CH3:38])=[CH:33][CH:32]=2)[CH:26]=[CH:25][C:20]=1[C:21]([O:23][CH3:24])=[O:22].C(=O)([O-])[O-].[Cs+].[Cs+], predict the reaction product. The product is: [CH3:24][O:23][C:21](=[O:22])[C:20]1[CH:25]=[CH:26][C:27]([O:29][CH2:30][C:31]2[CH:32]=[CH:33][C:34]([O:37][CH3:38])=[CH:35][CH:36]=2)=[CH:28][C:19]=1[O:18][CH2:4][C@@H:2]1[CH2:3][O:1]1. (5) Given the reactants [C:1]1([CH:7]2[CH2:16][CH2:15][CH2:14][CH2:13][C:12](=[O:17])[CH:11]=[CH:10][CH2:9][CH2:8]2)[CH:6]=[CH:5][CH:4]=[CH:3][CH:2]=1.C(NC(C)C)(C)C.ClCOC, predict the reaction product. The product is: [C:1]1([CH:7]2[CH2:16][CH2:15][CH2:14][CH2:13][C:12](=[O:17])[CH:11]=[CH:10][CH2:9][CH2:8]2)[CH:6]=[CH:5][CH:4]=[CH:3][CH:2]=1.[C:1]1([CH:7]2[CH2:16][CH2:15][CH2:14][CH2:13][C:12](=[O:17])[CH:11]=[CH:10][CH2:9][CH2:8]2)[CH:6]=[CH:5][CH:4]=[CH:3][CH:2]=1. (6) Given the reactants [F:1][C:2]1[CH:3]=[C:4]([CH:24]=[C:25]([F:31])[C:26]=1[S:27]([CH3:30])(=[O:29])=[O:28])[CH2:5][O:6][CH2:7][C@@H:8]1[CH2:10][C@@H:9]1[CH:11]1[CH2:16][CH2:15][N:14](C(OC(C)(C)C)=O)[CH2:13][CH2:12]1.[ClH:32].O1CCOCC1, predict the reaction product. The product is: [ClH:32].[F:1][C:2]1[CH:3]=[C:4]([CH:24]=[C:25]([F:31])[C:26]=1[S:27]([CH3:30])(=[O:28])=[O:29])[CH2:5][O:6][CH2:7][C@@H:8]1[CH2:10][C@@H:9]1[CH:11]1[CH2:12][CH2:13][NH:14][CH2:15][CH2:16]1. (7) Given the reactants [Cl:1][C:2]1[CH:7]=[CH:6][N:5]=[C:4]2[N:8]([CH2:14][CH:15]3[CH2:19][CH2:18][O:17][CH2:16]3)[CH:9]=[C:10]([C:11]([OH:13])=O)[C:3]=12.[NH2:20][CH2:21][C@@:22]1([OH:29])[CH2:27][CH2:26][CH2:25][C@@H:24]([CH3:28])[CH2:23]1.N1(O)C2C=CC=CC=2N=N1.Cl.CN(C)CCCN=C=NCC, predict the reaction product. The product is: [OH:29][C@:22]1([CH2:21][NH:20][C:11]([C:10]2[C:3]3[C:4](=[N:5][CH:6]=[CH:7][C:2]=3[Cl:1])[N:8]([CH2:14][CH:15]3[CH2:19][CH2:18][O:17][CH2:16]3)[CH:9]=2)=[O:13])[CH2:27][CH2:26][CH2:25][C@@H:24]([CH3:28])[CH2:23]1. (8) Given the reactants [CH3:1][O:2][C:3]([C:5]1[C:10]([NH:11][C:12]2[CH:17]=[CH:16][CH:15]=[CH:14][C:13]=2[F:18])=[C:9]([F:19])[C:8]([Cl:20])=[C:7](Cl)[N:6]=1)=[O:4].[Si:22]([C:26]#[CH:27])([CH3:25])([CH3:24])[CH3:23].N(C(C)C)C(C)C, predict the reaction product. The product is: [CH3:1][O:2][C:3]([C:5]1[C:10]([NH:11][C:12]2[CH:17]=[CH:16][CH:15]=[CH:14][C:13]=2[F:18])=[C:9]([F:19])[C:8]([Cl:20])=[C:7]([C:27]#[C:26][Si:22]([CH3:25])([CH3:24])[CH3:23])[N:6]=1)=[O:4].